Dataset: Catalyst prediction with 721,799 reactions and 888 catalyst types from USPTO. Task: Predict which catalyst facilitates the given reaction. (1) Reactant: O.N[C@H](C(O)=[O:10])CCCCN.OC(C(C1C=CC=C(C(C2C=CC=CC=2)=O)C=1)C)=O.C[CH2:32][C:33]1[CH:34]=[CH:35][C:36]([CH:39]([CH2:41]CC2C=CC([N+](C)(C)C)=CC=2)[CH3:40])=[CH:37][CH:38]=1. Product: [CH:33]1([CH3:32])[CH2:34][CH2:35][CH:36]([CH:39]([CH3:41])[CH3:40])[CH:37]([OH:10])[CH2:38]1. The catalyst class is: 6. (2) The catalyst class is: 30. Product: [Cl:22][C:16]1[C:17]([Cl:21])=[CH:18][CH:19]=[CH:20][C:15]=1[NH:14][C:11]1[NH:12][C:13]2[C:5]([C:3]([OH:4])=[O:2])=[CH:6][C:7]([O:23][CH3:24])=[CH:8][C:9]=2[N:10]=1. Reactant: C[O:2][C:3]([C:5]1[C:13]2[NH:12][C:11]([NH:14][C:15]3[CH:20]=[CH:19][CH:18]=[C:17]([Cl:21])[C:16]=3[Cl:22])=[N:10][C:9]=2[CH:8]=[C:7]([O:23][CH3:24])[CH:6]=1)=[O:4].[OH-].[Li+].